From a dataset of Experimentally validated miRNA-target interactions with 360,000+ pairs, plus equal number of negative samples. Binary Classification. Given a miRNA mature sequence and a target amino acid sequence, predict their likelihood of interaction. The miRNA is hsa-miR-4324 with sequence CCCUGAGACCCUAACCUUAA. The protein sequence of the target gene is MPGTVATLRFQLLPPEPDDAFWGAPCEQPLERRYQALPALVCIMCCLFGVVYCFFGYRCFKAVLFLTGLLFGSVVIFLLCYRERVLETQLSAGASAGIALGIGLLCGLVAMLVRSVGLFLVGLLLGLLLAAAALLGSAPYYQPGSVWGPLGLLLGGGLLCALLTLRWPRPLTTLATAVTGAALIATAADYFAELLLLGRYVVERLRAAPVPPLCWRSWALLALWPLLSLMGVLVQWRVTAEGDSHTEVVISRQRRRVQLMRIRQQEDRKEKRRKKRPPRAPLRGPRAPPRPGPPDPAYRR.... Result: 1 (interaction).